This data is from Reaction yield outcomes from USPTO patents with 853,638 reactions. The task is: Predict the reaction yield, written as a fraction of the theoretical maximum amount of product (1.0 means a 100% yield; for example, 0.34 means a 34% yield). (1) The reactants are [CH:1]1([C:7]2[N:12]([C:13]3[C:18]([Cl:19])=[CH:17][CH:16]=[CH:15][C:14]=3[Cl:20])[C:11](=[O:21])[CH:10]=[C:9]([OH:22])[N:8]=2)[CH2:6][CH2:5][CH2:4][CH2:3][CH2:2]1.[Cl-].C[Al+]C.CCCCCC.ClC1C=CC=C(Cl)[C:35]=1[NH2:36].C1(C#N)CCCCC1.C(OCC)(=O)[CH2:51][C:52]([O:54]CC)=[O:53].C[O-:62].[Na+]. The catalyst is C1(C)C=CC=CC=1.O.COCCO. The product is [CH:1]1([C:7]2[N:12]([C:13]3[C:14]([Cl:20])=[CH:15][CH:16]=[CH:17][C:18]=3[Cl:19])[C:11](=[O:21])[C:10]([C:35]([NH:36][CH2:51][C:52]([OH:54])=[O:53])=[O:62])=[C:9]([OH:22])[N:8]=2)[CH2:2][CH2:3][CH2:4][CH2:5][CH2:6]1. The yield is 0.270. (2) The reactants are [C:1]([C:4]1[CH:11]=[CH:10][C:7]([CH:8]=[O:9])=[CH:6][CH:5]=1)([OH:3])=[O:2].[C:12](Cl)(=O)C. The catalyst is CO. The product is [CH3:12][O:2][C:1]([C:4]1[CH:11]=[CH:10][C:7]([CH:8]=[O:9])=[CH:6][CH:5]=1)=[O:3]. The yield is 0.870. (3) The reactants are Cl[C:2]1[C:3](=[O:16])[N:4]([CH3:15])[S:5](=[O:14])(=[O:13])[C:6]=1[C:7]1[CH:12]=[CH:11][CH:10]=[CH:9][CH:8]=1.[O:17]1[CH2:22][CH2:21][N:20]([C:23]2[CH:29]=[CH:28][C:26]([NH2:27])=[CH:25][CH:24]=2)[CH2:19][CH2:18]1. The catalyst is CC#N. The product is [CH3:15][N:4]1[C:3](=[O:16])[C:2]([NH:27][C:26]2[CH:25]=[CH:24][C:23]([N:20]3[CH2:21][CH2:22][O:17][CH2:18][CH2:19]3)=[CH:29][CH:28]=2)=[C:6]([C:7]2[CH:12]=[CH:11][CH:10]=[CH:9][CH:8]=2)[S:5]1(=[O:14])=[O:13]. The yield is 0.420. (4) The reactants are [Br:1][C:2]1[CH:7]=[CH:6][C:5]([C:8]2[N:9]=[C:10](Cl)[C:11]3[O:16][CH2:15][C:14]([CH3:18])([CH3:17])[C:12]=3[N:13]=2)=[CH:4][CH:3]=1.[NH:20]1[CH2:25][CH2:24][O:23][CH2:22][CH2:21]1.C(N(CC)CC)C. The catalyst is ClCCl. The product is [Br:1][C:2]1[CH:7]=[CH:6][C:5]([C:8]2[N:9]=[C:10]([N:20]3[CH2:25][CH2:24][O:23][CH2:22][CH2:21]3)[C:11]3[O:16][CH2:15][C:14]([CH3:18])([CH3:17])[C:12]=3[N:13]=2)=[CH:4][CH:3]=1. The yield is 0.573. (5) The reactants are [F:1][C:2]1[CH:7]=[CH:6][C:5]([CH:8](O)[CH2:9][CH3:10])=[CH:4][CH:3]=1.C(N(CC)CC)C.CS(Cl)(=O)=O.[I-:24].[Na+]. The catalyst is ClCCl.C(OCC)(=O)C. The product is [F:1][C:2]1[CH:7]=[CH:6][C:5]([CH:8]([I:24])[CH2:9][CH3:10])=[CH:4][CH:3]=1. The yield is 0.860. (6) The reactants are [CH3:1][O:2][C:3]([C:5]1([S:11]([C:14]2[CH:19]=[CH:18][C:17]([O:20][CH2:21][C:22]#[C:23][CH3:24])=[CH:16][CH:15]=2)(=[O:13])=[O:12])[CH2:10][CH2:9][NH:8][CH2:7][CH2:6]1)=[O:4].C(N(CC)CC)C.[S:32]1[CH:36]=[CH:35][CH:34]=[C:33]1[C:37](Cl)=[O:38].CN(C1C=CC=CN=1)C. The catalyst is C(Cl)Cl. The product is [CH2:21]([O:20][C:17]1[CH:16]=[CH:15][C:14]([S:11]([C:5]2([C:3]([O:2][CH3:1])=[O:4])[CH2:10][CH2:9][N:8]([C:37]([C:33]3[S:32][CH:36]=[CH:35][CH:34]=3)=[O:38])[CH2:7][CH2:6]2)(=[O:13])=[O:12])=[CH:19][CH:18]=1)[C:22]#[C:23][CH3:24]. The yield is 0.810.